From a dataset of Forward reaction prediction with 1.9M reactions from USPTO patents (1976-2016). Predict the product of the given reaction. (1) Given the reactants [Cl:1][C:2]1[C:7]([NH2:8])=[CH:6][CH:5]=[CH:4][N:3]=1.[CH3:9][S:10](Cl)(=[O:12])=[O:11].C(N(CC)CC)C, predict the reaction product. The product is: [Cl:1][C:2]1[C:7]([NH:8][S:10]([CH3:9])(=[O:12])=[O:11])=[CH:6][CH:5]=[CH:4][N:3]=1. (2) Given the reactants [CH3:1][CH:2]([NH:6][C:7]1[CH:14]=[CH:13][C:10]([C:11]#[N:12])=[C:9]([C:15]([F:18])([F:17])[F:16])[CH:8]=1)[CH:3]([CH3:5])[CH3:4].I[CH3:20], predict the reaction product. The product is: [CH3:1][C@@H:2]([N:6]([CH3:20])[C:7]1[CH:14]=[CH:13][C:10]([C:11]#[N:12])=[C:9]([C:15]([F:16])([F:17])[F:18])[CH:8]=1)[CH:3]([CH3:4])[CH3:5]. (3) Given the reactants [F:1][C:2]([F:32])([F:31])[S:3]([O:6][C:7]1[CH:12]=[CH:11][C:10]([C:13]2[N:14]=[N:15][C:16]([O:19][CH:20]3[CH2:25][C:24]([CH3:27])([CH3:26])[NH:23][C:22]([CH3:29])([CH3:28])[CH2:21]3)=[CH:17][CH:18]=2)=[C:9]([F:30])[CH:8]=1)(=[O:5])=[O:4].C(OI(C1C=CC=CC=1)OC(=O)C)(=[O:35])C, predict the reaction product. The product is: [F:32][C:2]([F:1])([F:31])[S:3]([O:6][C:7]1[CH:12]=[C:11]([OH:35])[C:10]([C:13]2[N:14]=[N:15][C:16]([O:19][CH:20]3[CH2:25][C:24]([CH3:26])([CH3:27])[NH:23][C:22]([CH3:28])([CH3:29])[CH2:21]3)=[CH:17][CH:18]=2)=[C:9]([F:30])[CH:8]=1)(=[O:4])=[O:5]. (4) The product is: [CH2:1]([N:7]1[C:16]2[C:11](=[CH:12][CH:13]=[CH:14][CH:15]=2)[C:10]([OH:17])=[C:9]([C:18]([NH:24][C:25]2[CH:37]=[CH:36][C:28]([C:29]([O:31][C:32]([CH3:33])([CH3:34])[CH3:35])=[O:30])=[CH:27][CH:26]=2)=[O:20])[C:8]1=[O:23])[CH2:2][CH2:3][CH2:4][CH2:5][CH3:6]. Given the reactants [CH2:1]([N:7]1[C:16]2[C:11](=[CH:12][CH:13]=[CH:14][CH:15]=2)[C:10]([OH:17])=[C:9]([C:18]([O:20]CC)=O)[C:8]1=[O:23])[CH2:2][CH2:3][CH2:4][CH2:5][CH3:6].[NH2:24][C:25]1[CH:37]=[CH:36][C:28]([C:29]([O:31][C:32]([CH3:35])([CH3:34])[CH3:33])=[O:30])=[CH:27][CH:26]=1, predict the reaction product.